From a dataset of Catalyst prediction with 721,799 reactions and 888 catalyst types from USPTO. Predict which catalyst facilitates the given reaction. (1) Reactant: [CH3:1][N:2]1[CH2:7][C@@H:6]2[CH2:8][C@H:3]1[CH2:4][N:5]2[C:9]1[N:14]=[CH:13][C:12]([C:15]2[N:20]3[N:21]=[C:22]([C:24]4[CH:29]=[CH:28][N:27]=[CH:26][CH:25]=4)[CH:23]=[C:19]3[N:18]=[CH:17][CH:16]=2)=[CH:11][CH:10]=1.C(O)(=O)C.[I:34]N1C(=O)CCC1=O. Product: [I:34][C:23]1[C:22]([C:24]2[CH:29]=[CH:28][N:27]=[CH:26][CH:25]=2)=[N:21][N:20]2[C:15]([C:12]3[CH:13]=[N:14][C:9]([N:5]4[CH2:4][C@@H:3]5[CH2:8][C@H:6]4[CH2:7][N:2]5[CH3:1])=[CH:10][CH:11]=3)=[CH:16][CH:17]=[N:18][C:19]=12. The catalyst class is: 4. (2) Reactant: Cl.[NH2:2][C@@H:3]([C:6]1[CH:11]=[CH:10][C:9]([F:12])=[CH:8][CH:7]=1)[CH2:4][OH:5].[OH-].[K+].C1C[O:18][CH2:17]C1.C(=O)(OC(Cl)(Cl)Cl)OC(Cl)(Cl)Cl. Product: [F:12][C:9]1[CH:10]=[CH:11][C:6]([C@H:3]2[CH2:4][O:5][C:17](=[O:18])[NH:2]2)=[CH:7][CH:8]=1. The catalyst class is: 69. (3) Reactant: [NH2:1][C:2]1[C:3]2[NH:10][CH:9]=[C:8]([CH2:11][N:12]3[CH2:16][C@H:15]([CH2:17][S:18][CH3:19])[C@@H:14]([OH:20])[CH2:13]3)[C:4]=2[N:5]=[CH:6][N:7]=1.O.O.[C:23]([OH:28])(=[O:27])[C:24]([OH:26])=[O:25].CC(O)C. Product: [C:23]([OH:28])(=[O:27])[C:24]([OH:26])=[O:25].[NH2:1][C:2]1[C:3]2[NH:10][CH:9]=[C:8]([CH2:11][N:12]3[CH2:16][C@H:15]([CH2:17][S:18][CH3:19])[C@@H:14]([OH:20])[CH2:13]3)[C:4]=2[N:5]=[CH:6][N:7]=1. The catalyst class is: 6. (4) Reactant: [Cl:1][C:2]1[C:3]([CH3:9])=[C:4]([CH:6]=[CH:7][CH:8]=1)[NH2:5].[C:10]1([CH3:20])[CH:15]=[CH:14][C:13]([S:16](Cl)(=[O:18])=[O:17])=[CH:12][CH:11]=1. Product: [Cl:1][C:2]1[C:3]([CH3:9])=[C:4]([NH:5][S:16]([C:13]2[CH:14]=[CH:15][C:10]([CH3:20])=[CH:11][CH:12]=2)(=[O:18])=[O:17])[CH:6]=[CH:7][CH:8]=1. The catalyst class is: 17. (5) Product: [OH:15][C@H:7]1[C@H:6]([NH:5][C:30]([O:29][C:25]([CH3:28])([CH3:27])[CH3:26])=[O:31])[CH2:11][CH2:10][C@@H:9]([C:12]([NH2:14])=[O:13])[CH2:8]1. The catalyst class is: 169. Reactant: C(O)(=O)C.[NH2:5][C@@H:6]1[CH2:11][CH2:10][C@@H:9]([C:12]([NH2:14])=[O:13])[CH2:8][C@H:7]1[OH:15].C(N(CC)C(C)C)(C)C.[C:25]([O:29][C:30](O[C:30]([O:29][C:25]([CH3:28])([CH3:27])[CH3:26])=[O:31])=[O:31])([CH3:28])([CH3:27])[CH3:26]. (6) Reactant: [NH:1]1[C:9]2[C:4](=[CH:5][CH:6]=[CH:7][C:8]=2[CH:10]=O)[CH:3]=[N:2]1.[CH2:12]([O:14][CH:15]([O:18][CH2:19][CH3:20])[CH2:16][NH2:17])[CH3:13].C(O)(=O)C.C([BH3-])#N.[Na+]. Product: [CH2:12]([O:14][CH:15]([O:18][CH2:19][CH3:20])[CH2:16][NH:17][CH2:10][C:8]1[CH:7]=[CH:6][CH:5]=[C:4]2[C:9]=1[NH:1][N:2]=[CH:3]2)[CH3:13]. The catalyst class is: 5. (7) Product: [CH:33]1([CH:36]=[C:29]([C:28]([N:24]2[CH2:25][CH2:26][CH2:27][CH:23]2[CH2:22][NH:21][C:3]2[C:2]([F:1])=[CH:7][N:6]=[C:5]([NH:8][C:9]3[CH:10]=[N:11][C:12]([N:15]4[CH2:16][CH2:17][O:18][CH2:19][CH2:20]4)=[CH:13][CH:14]=3)[N:4]=2)=[O:32])[C:30]#[N:31])[CH2:35][CH2:34]1. Reactant: [F:1][C:2]1[C:3]([NH:21][CH2:22][CH:23]2[CH2:27][CH2:26][CH2:25][N:24]2[C:28](=[O:32])[CH2:29][C:30]#[N:31])=[N:4][C:5]([NH:8][C:9]2[CH:10]=[N:11][C:12]([N:15]3[CH2:20][CH2:19][O:18][CH2:17][CH2:16]3)=[CH:13][CH:14]=2)=[N:6][CH:7]=1.[CH:33]1([CH:36]=O)[CH2:35][CH2:34]1.C(O)(=O)C.N1CCCCC1. The catalyst class is: 14.